Dataset: NCI-60 drug combinations with 297,098 pairs across 59 cell lines. Task: Regression. Given two drug SMILES strings and cell line genomic features, predict the synergy score measuring deviation from expected non-interaction effect. (1) Drug 1: C1=CC(=CC=C1CCC2=CNC3=C2C(=O)NC(=N3)N)C(=O)NC(CCC(=O)O)C(=O)O. Drug 2: C1CN1P(=S)(N2CC2)N3CC3. Cell line: ACHN. Synergy scores: CSS=32.1, Synergy_ZIP=-3.56, Synergy_Bliss=3.13, Synergy_Loewe=5.02, Synergy_HSA=7.26. (2) Drug 1: CC1=C(N=C(N=C1N)C(CC(=O)N)NCC(C(=O)N)N)C(=O)NC(C(C2=CN=CN2)OC3C(C(C(C(O3)CO)O)O)OC4C(C(C(C(O4)CO)O)OC(=O)N)O)C(=O)NC(C)C(C(C)C(=O)NC(C(C)O)C(=O)NCCC5=NC(=CS5)C6=NC(=CS6)C(=O)NCCC[S+](C)C)O. Drug 2: COC1=C2C(=CC3=C1OC=C3)C=CC(=O)O2. Cell line: SK-MEL-5. Synergy scores: CSS=25.2, Synergy_ZIP=1.74, Synergy_Bliss=1.91, Synergy_Loewe=-13.2, Synergy_HSA=2.20.